From a dataset of Full USPTO retrosynthesis dataset with 1.9M reactions from patents (1976-2016). Predict the reactants needed to synthesize the given product. (1) Given the product [Br:17][CH2:18][CH2:19][CH2:20][CH2:21][CH2:22][C:23]([CH3:30])([CH3:29])[CH2:24][OH:25], predict the reactants needed to synthesize it. The reactants are: BrCCCCC(C)(C1C=CC(C)=CC=1)CO.[Br:17][CH2:18][CH2:19][CH2:20][CH2:21][CH2:22][C:23]([CH3:30])([CH3:29])[C:24](OCC)=[O:25].[Li+].[BH4-].CO. (2) The reactants are: [CH2:1]([NH:3][C:4](=[O:44])[NH:5][C:6]1[N:11]=[CH:10][C:9]([C:12]2[CH:13]=[C:14]3[C:19](=[CH:20][CH:21]=2)[N:18]([C@@H:22]2[CH2:27][CH2:26][CH2:25][CH2:24][C@@H:23]2[OH:28])[CH:17]=[C:16]([C:29]([O:31]CC)=[O:30])[C:15]3=[O:34])=[C:8]([C:35]2[S:36][CH:37]=[C:38]([C:40]([F:43])([F:42])[F:41])[N:39]=2)[CH:7]=1)[CH3:2].C1COCC1.[Li+].[OH-]. Given the product [CH2:1]([NH:3][C:4](=[O:44])[NH:5][C:6]1[N:11]=[CH:10][C:9]([C:12]2[CH:13]=[C:14]3[C:19](=[CH:20][CH:21]=2)[N:18]([C@@H:22]2[CH2:27][CH2:26][CH2:25][CH2:24][C@@H:23]2[OH:28])[CH:17]=[C:16]([C:29]([OH:31])=[O:30])[C:15]3=[O:34])=[C:8]([C:35]2[S:36][CH:37]=[C:38]([C:40]([F:43])([F:41])[F:42])[N:39]=2)[CH:7]=1)[CH3:2], predict the reactants needed to synthesize it.